Dataset: Clinical trial toxicity outcomes and FDA approval status for drugs. Task: Regression/Classification. Given a drug SMILES string, predict its toxicity properties. Task type varies by dataset: regression for continuous values (e.g., LD50, hERG inhibition percentage) or binary classification for toxic/non-toxic outcomes (e.g., AMES mutagenicity, cardiotoxicity, hepatotoxicity). Dataset: clintox. (1) The compound is CCn1cc(C(=O)[O-])c(=O)c2ccc(C)nc21. The result is 0 (passed clinical trial). (2) The compound is COc1ccc(C(Cl)=C(c2ccc(OC)cc2)c2ccc(OC)cc2)cc1. The result is 0 (passed clinical trial). (3) The drug is CC[C@@H]1C(=O)OC[C@@H]1Cc1cncn1C. The result is 0 (passed clinical trial). (4) The drug is CC(O)C(=O)[O-]. The result is 0 (passed clinical trial). (5) The molecule is CC(=O)OCC1=C(C(=O)[O-])N2C(=O)[C@@H](NC(=O)Cc3cccs3)[C@H]2SC1. The result is 0 (passed clinical trial). (6) The drug is Clc1ccc(Nc2nnc(Cc3ccncc3)c3ccccc23)cc1. The result is 1 (failed clinical trial for toxicity). (7) The drug is NS(=O)(=O)c1cc(Cl)c(Cl)c(S(N)(=O)=O)c1. The result is 0 (passed clinical trial).